From a dataset of CYP1A2 inhibition data for predicting drug metabolism from PubChem BioAssay. Regression/Classification. Given a drug SMILES string, predict its absorption, distribution, metabolism, or excretion properties. Task type varies by dataset: regression for continuous measurements (e.g., permeability, clearance, half-life) or binary classification for categorical outcomes (e.g., BBB penetration, CYP inhibition). Dataset: cyp1a2_veith. The drug is C=CCSc1nc2c(sc3nc(C)cc(C)c32)c(=O)[nH]1. The result is 1 (inhibitor).